Dataset: Full USPTO retrosynthesis dataset with 1.9M reactions from patents (1976-2016). Task: Predict the reactants needed to synthesize the given product. (1) Given the product [Cl:55][C:49]1[CH:50]=[C:51]([CH3:54])[CH:52]=[CH:53][C:48]=1[N:6]1[CH2:5][C:4]2([CH2:11][CH2:10][CH2:9][C:8]([CH2:21][N:22]3[C:26]4[CH:27]=[C:28]([C:31]#[N:32])[CH:29]=[CH:30][C:25]=4[N:24]=[CH:23]3)([CH2:12][OH:13])[CH2:7]2)[O:3][C:2]1=[O:1], predict the reactants needed to synthesize it. The reactants are: [O:1]=[C:2]1[NH:6][CH2:5][C:4]2([CH2:11][CH2:10][CH2:9][C:8]([CH2:21][N:22]3[C:26]4[CH:27]=[C:28]([C:31]#[N:32])[CH:29]=[CH:30][C:25]=4[N:24]=[CH:23]3)([CH2:12][O:13]CC3C=CC=CC=3)[CH2:7]2)[O:3]1.C(=O)([O-])[O-].[K+].[K+].N[C@@H]1CCCC[C@H]1N.Br[C:48]1[CH:53]=[CH:52][C:51]([CH3:54])=[CH:50][C:49]=1[Cl:55]. (2) Given the product [CH3:36][C:37]1[N:38]=[C:39]([C:43](=[C:32]2[CH2:33][CH2:34][O:29][CH2:30][CH2:31]2)[C:44]#[N:45])[O:40][C:41]=1[CH3:42], predict the reactants needed to synthesize it. The reactants are: C1(C2N=C(C3C4CCCCC=4SC=3NC(N3CCC[C@@H]3C(O)=O)=O)ON=2)CC1.[O:29]1[CH2:34][CH2:33][C:32](=O)[CH2:31][CH2:30]1.[CH3:36][C:37]1[N:38]=[C:39]([CH2:43][C:44]#[N:45])[O:40][C:41]=1[CH3:42].